From a dataset of NCI-60 drug combinations with 297,098 pairs across 59 cell lines. Regression. Given two drug SMILES strings and cell line genomic features, predict the synergy score measuring deviation from expected non-interaction effect. (1) Drug 1: CC1=C2C(C(=O)C3(C(CC4C(C3C(C(C2(C)C)(CC1OC(=O)C(C(C5=CC=CC=C5)NC(=O)OC(C)(C)C)O)O)OC(=O)C6=CC=CC=C6)(CO4)OC(=O)C)OC)C)OC. Drug 2: CC1C(C(CC(O1)OC2CC(OC(C2O)C)OC3=CC4=CC5=C(C(=O)C(C(C5)C(C(=O)C(C(C)O)O)OC)OC6CC(C(C(O6)C)O)OC7CC(C(C(O7)C)O)OC8CC(C(C(O8)C)O)(C)O)C(=C4C(=C3C)O)O)O)O. Cell line: HCC-2998. Synergy scores: CSS=38.5, Synergy_ZIP=2.27, Synergy_Bliss=-3.62, Synergy_Loewe=-25.6, Synergy_HSA=-2.92. (2) Drug 1: C1=C(C(=O)NC(=O)N1)F. Drug 2: CC1=C2C(C(=O)C3(C(CC4C(C3C(C(C2(C)C)(CC1OC(=O)C(C(C5=CC=CC=C5)NC(=O)C6=CC=CC=C6)O)O)OC(=O)C7=CC=CC=C7)(CO4)OC(=O)C)O)C)OC(=O)C. Cell line: SNB-19. Synergy scores: CSS=40.0, Synergy_ZIP=-6.86, Synergy_Bliss=-6.27, Synergy_Loewe=-2.19, Synergy_HSA=-0.358. (3) Drug 1: CC12CCC3C(C1CCC2=O)CC(=C)C4=CC(=O)C=CC34C. Drug 2: COC1=CC(=CC(=C1O)OC)C2C3C(COC3=O)C(C4=CC5=C(C=C24)OCO5)OC6C(C(C7C(O6)COC(O7)C8=CC=CS8)O)O. Cell line: NCIH23. Synergy scores: CSS=58.2, Synergy_ZIP=-0.894, Synergy_Bliss=-1.79, Synergy_Loewe=-12.4, Synergy_HSA=1.32.